From a dataset of Reaction yield outcomes from USPTO patents with 853,638 reactions. Predict the reaction yield, written as a fraction of the theoretical maximum amount of product (1.0 means a 100% yield; for example, 0.34 means a 34% yield). (1) The reactants are [F:1][C:2]1[CH:16]=[CH:15][C:5]([O:6][C:7]2[CH:12]=[CH:11][C:10]([CH2:13]O)=[CH:9][CH:8]=2)=[CH:4][CH:3]=1.N1C=CC=CC=1.S(Cl)([Cl:25])=O. The catalyst is ClCCl. The product is [Cl:25][CH2:13][C:10]1[CH:11]=[CH:12][C:7]([O:6][C:5]2[CH:15]=[CH:16][C:2]([F:1])=[CH:3][CH:4]=2)=[CH:8][CH:9]=1. The yield is 0.275. (2) The reactants are [CH3:1][C:2]1[C:10]([O:11][C@@H:12]2[CH2:17][CH2:16][CH2:15][C@H:14]([NH2:18])[CH2:13]2)=[CH:9][CH:8]=[C:7]2[C:3]=1[CH:4]=[N:5][NH:6]2.[Cl:19][C:20]1[CH:27]=[CH:26][CH:25]=[CH:24][C:21]=1[CH:22]=O.C(O)(=O)C.C([BH3-])#N.[Na+].C(=O)([O-])O.[Na+]. The catalyst is CO. The product is [Cl:19][C:20]1[CH:27]=[CH:26][CH:25]=[CH:24][C:21]=1[CH2:22][NH:18][C@H:14]1[CH2:15][CH2:16][CH2:17][C@@H:12]([O:11][C:10]2[C:2]([CH3:1])=[C:3]3[C:7](=[CH:8][CH:9]=2)[NH:6][N:5]=[CH:4]3)[CH2:13]1. The yield is 0.660.